Dataset: Reaction yield outcomes from USPTO patents with 853,638 reactions. Task: Predict the reaction yield, written as a fraction of the theoretical maximum amount of product (1.0 means a 100% yield; for example, 0.34 means a 34% yield). The reactants are C(=O)([O-])[O-].[K+].[K+].Br[CH2:8][C:9]([N:11]1[CH2:16][CH2:15][N:14]([CH2:17][CH2:18][C:19]([CH3:22])([CH3:21])[CH3:20])[CH2:13][CH2:12]1)=[O:10].[OH:23][C:24]1[CH:29]=[CH:28][C:27]([C:30]([N:32]2[CH2:41][C:40]3[CH:39]=[N:38][N:37]([CH3:42])[C:36]=3[NH:35][C:34]3[CH:43]=[CH:44][CH:45]=[CH:46][C:33]2=3)=[O:31])=[CH:26][CH:25]=1. The catalyst is C(#N)C. The product is [CH3:20][C:19]([CH3:22])([CH3:21])[CH2:18][CH2:17][N:14]1[CH2:15][CH2:16][N:11]([C:9](=[O:10])[CH2:8][O:23][C:24]2[CH:29]=[CH:28][C:27]([C:30]([N:32]3[CH2:41][C:40]4[CH:39]=[N:38][N:37]([CH3:42])[C:36]=4[NH:35][C:34]4[CH:43]=[CH:44][CH:45]=[CH:46][C:33]3=4)=[O:31])=[CH:26][CH:25]=2)[CH2:12][CH2:13]1. The yield is 0.110.